Dataset: Reaction yield outcomes from USPTO patents with 853,638 reactions. Task: Predict the reaction yield, written as a fraction of the theoretical maximum amount of product (1.0 means a 100% yield; for example, 0.34 means a 34% yield). (1) The reactants are [CH3:1][C:2]1[CH:7]=[CH:6][C:5]([S:8]([O:11][C:12]2[CH:17]=[CH:16][C:15]([CH2:18][CH2:19][CH3:20])=[CH:14][C:13]=2[OH:21])(=[O:10])=[O:9])=[CH:4][CH:3]=1.C([O-])([O-])=O.[K+].[K+].[Na+].[I-].[CH2:30](Br)[C:31]1[CH:36]=[CH:35][CH:34]=[CH:33][CH:32]=1. The catalyst is CC(C)=O. The product is [CH3:1][C:2]1[CH:7]=[CH:6][C:5]([S:8]([O:11][C:12]2[CH:17]=[CH:16][C:15]([CH2:18][CH2:19][CH3:20])=[CH:14][C:13]=2[O:21][CH2:30][C:31]2[CH:36]=[CH:35][CH:34]=[CH:33][CH:32]=2)(=[O:10])=[O:9])=[CH:4][CH:3]=1. The yield is 0.640. (2) The reactants are Br[C:2]1[CH:7]=[CH:6][CH:5]=[C:4]([Br:8])[C:3]=1[CH2:9][CH3:10].[Li]CCCC.CN([CH:19]=[O:20])C.[NH4+].[Cl-]. The catalyst is C1COCC1. The product is [Br:8][C:4]1[C:3]([CH2:9][CH3:10])=[C:2]([CH:7]=[CH:6][CH:5]=1)[CH:19]=[O:20]. The yield is 0.392. (3) The reactants are [CH2:1]([C:3]1[CH:8]=[CH:7][C:6]([N+:9]([O-:11])=[O:10])=[CH:5][CH:4]=1)[CH3:2].[Br:12]N1C(=O)CCC1=O. The catalyst is C(Cl)(Cl)(Cl)Cl.C(OOC(=O)C1C=CC=CC=1)(=O)C1C=CC=CC=1. The product is [Br:12][CH:1]([C:3]1[CH:4]=[CH:5][C:6]([N+:9]([O-:11])=[O:10])=[CH:7][CH:8]=1)[CH3:2]. The yield is 0.900. (4) The catalyst is C1C=CC(P(C2C=CC=CC=2)[C-]2C=CC=C2)=CC=1.C1C=CC(P(C2C=CC=CC=2)[C-]2C=CC=C2)=CC=1.Cl[Pd]Cl.[Fe+2].C(Cl)Cl.O1CCOCC1. The product is [C:26]([C:8]1[CH:7]=[N:6][N:5]2[CH:29]=[C:2]([C:34]3[CH:33]=[N:32][N:31]([CH3:30])[CH:35]=3)[CH:3]=[C:4]2[C:9]=1[NH:10][C@@H:11]1[CH2:16][CH2:15][N:14]([C:17]([O:19][C:20]([CH3:23])([CH3:21])[CH3:22])=[O:18])[CH2:13][C@H:12]1[CH2:24][CH3:25])(=[O:28])[NH2:27]. The reactants are Br[C:2]1[CH:3]=[C:4]2[C:9]([NH:10][C@@H:11]3[CH2:16][CH2:15][N:14]([C:17]([O:19][C:20]([CH3:23])([CH3:22])[CH3:21])=[O:18])[CH2:13][C@H:12]3[CH2:24][CH3:25])=[C:8]([C:26](=[O:28])[NH2:27])[CH:7]=[N:6][N:5]2[CH:29]=1.[CH3:30][N:31]1[CH:35]=[C:34](B2OC(C)(C)C(C)(C)O2)[CH:33]=[N:32]1.P([O-])([O-])([O-])=O.[K+].[K+].[K+]. The yield is 0.830. (5) The reactants are [CH:1]([C:3]1[CH:13]=[CH:12][C:6]([O:7][CH2:8][C:9]([OH:11])=O)=[CH:5][CH:4]=1)=[O:2].C(C1C=C(C=CC=1)OCC([N:23]1[CH2:28][CH2:27][N:26]([C:29]([O:31][C:32]([CH3:35])([CH3:34])[CH3:33])=[O:30])[CH2:25][CH2:24]1)=O)=O. No catalyst specified. The product is [CH:1]([C:3]1[CH:4]=[CH:5][C:6]([O:7][CH2:8][C:9]([N:23]2[CH2:24][CH2:25][N:26]([C:29]([O:31][C:32]([CH3:35])([CH3:34])[CH3:33])=[O:30])[CH2:27][CH2:28]2)=[O:11])=[CH:12][CH:13]=1)=[O:2]. The yield is 0.740. (6) The reactants are [CH2:1]([C:4]1[CH:12]=[CH:11][C:7]([C:8]([OH:10])=[O:9])=[CH:6][CH:5]=1)[CH2:2][CH3:3].[N+:13]([O-])([OH:15])=[O:14]. The catalyst is OS(O)(=O)=O. The product is [N+:13]([C:5]1[CH:6]=[C:7]([CH:11]=[CH:12][C:4]=1[CH2:1][CH2:2][CH3:3])[C:8]([OH:10])=[O:9])([O-:15])=[O:14]. The yield is 1.00. (7) The reactants are [C:1]1([CH2:7][CH2:8][C:9](Cl)=[O:10])[CH:6]=[CH:5][CH:4]=[CH:3][CH:2]=1.[CH2:12]([NH:19][C:20]([C:22]1[S:26][C:25]([NH2:27])=[N:24][C:23]=1[CH3:28])=[O:21])[C:13]1[CH:18]=[CH:17][CH:16]=[CH:15][CH:14]=1. No catalyst specified. The product is [CH2:12]([NH:19][C:20]([C:22]1[S:26][C:25]([NH:27][C:9](=[O:10])[CH2:8][CH2:7][C:1]2[CH:6]=[CH:5][CH:4]=[CH:3][CH:2]=2)=[N:24][C:23]=1[CH3:28])=[O:21])[C:13]1[CH:18]=[CH:17][CH:16]=[CH:15][CH:14]=1. The yield is 0.250.